This data is from Forward reaction prediction with 1.9M reactions from USPTO patents (1976-2016). The task is: Predict the product of the given reaction. Given the reactants C(OC(N1C[CH2:12][N:11]([CH2:14][C:15]2[CH:20]=[CH:19][C:18]([C@@H:21]3[O:30][C:25]4=[N:26][CH:27]=[CH:28][CH:29]=[C:24]4[O:23][CH2:22]3)=[CH:17][CH:16]=2)[CH2:10][CH2:9]1)=O)(C)(C)C.N1CC[CH:34]([O:37][CH2:38][C:39]([NH2:41])=[O:40])[CH2:33]C1, predict the reaction product. The product is: [O:23]1[C:24]2[C:25](=[N:26][CH:27]=[CH:28][CH:29]=2)[O:30][C@@H:21]([C:18]2[CH:17]=[CH:16][C:15]([CH2:14][N:11]3[CH2:12][CH2:33][CH:34]([O:37][CH2:38][C:39]([NH2:41])=[O:40])[CH2:9][CH2:10]3)=[CH:20][CH:19]=2)[CH2:22]1.